Dataset: Full USPTO retrosynthesis dataset with 1.9M reactions from patents (1976-2016). Task: Predict the reactants needed to synthesize the given product. Given the product [NH:24]1[CH:28]=[C:27]([C:2]2[N:7]3[N:8]=[CH:9][N:10]=[C:6]3[C:5]([NH:11][C:12]3[S:13][CH:14]=[C:15]([CH2:17][N:18]4[CH2:23][CH2:22][O:21][CH2:20][CH2:19]4)[N:16]=3)=[N:4][CH:3]=2)[CH:26]=[N:25]1, predict the reactants needed to synthesize it. The reactants are: Br[C:2]1[N:7]2[N:8]=[CH:9][N:10]=[C:6]2[C:5]([NH:11][C:12]2[S:13][CH:14]=[C:15]([CH2:17][N:18]3[CH2:23][CH2:22][O:21][CH2:20][CH2:19]3)[N:16]=2)=[N:4][CH:3]=1.[NH:24]1[CH:28]=[C:27](B2OC(C)(C)C(C)(C)O2)[CH:26]=[N:25]1.CC(C)([O-])C.[Na+].